From a dataset of Full USPTO retrosynthesis dataset with 1.9M reactions from patents (1976-2016). Predict the reactants needed to synthesize the given product. Given the product [BrH:1].[C:19]([O:18][C:17]([NH:16][C:14]([NH:13][C:11]1[S:12][CH:2]=[C:3]([C:4]([O:6][CH2:7][CH3:8])=[O:5])[N:10]=1)=[NH:15])=[O:23])([CH3:22])([CH3:20])[CH3:21], predict the reactants needed to synthesize it. The reactants are: [Br:1][CH2:2][C:3](=O)[C:4]([O:6][CH2:7][CH3:8])=[O:5].[NH2:10][C:11]([NH:13][C:14]([NH:16][C:17](=[O:23])[O:18][C:19]([CH3:22])([CH3:21])[CH3:20])=[NH:15])=[S:12].